From a dataset of Catalyst prediction with 721,799 reactions and 888 catalyst types from USPTO. Predict which catalyst facilitates the given reaction. (1) Reactant: [O:1]1[CH2:6][CH2:5][CH2:4][CH2:3][CH:2]1[O:7][CH2:8][CH2:9][CH2:10][CH2:11][CH2:12][CH2:13][CH2:14][CH2:15]/[C:16](/[C:22](/[CH2:28][CH2:29][CH2:30][CH2:31][CH2:32][CH2:33][CH2:34][CH2:35][O:36][CH:37]1[CH2:42][CH2:41][CH2:40][CH2:39][O:38]1)=[CH:23]/[C:24]([O:26][CH3:27])=[O:25])=[CH:17]\[C:18]([O:20][CH3:21])=[O:19]. Product: [O:1]1[CH2:6][CH2:5][CH2:4][CH2:3][CH:2]1[O:7][CH2:8][CH2:9][CH2:10][CH2:11][CH2:12][CH2:13][CH2:14][CH2:15][C:16](=[C:22]([CH2:28][CH2:29][CH2:30][CH2:31][CH2:32][CH2:33][CH2:34][CH2:35][O:36][CH:37]1[CH2:42][CH2:41][CH2:40][CH2:39][O:38]1)[CH2:23][C:24]([O:26][CH3:27])=[O:25])[CH2:17][C:18]([O:20][CH3:21])=[O:19]. The catalyst class is: 5. (2) Reactant: C([O:4][CH2:5][CH2:6][CH2:7][CH2:8][O:9][C:10]1[C:17]([O:18][CH2:19][CH2:20][CH2:21][CH2:22][O:23]C(=O)C)=[C:16]([O:27][CH2:28][CH2:29][CH2:30][CH2:31][O:32]C(=O)C)[CH:15]=[CH:14][C:11]=1[CH:12]=O)(=O)C.C(O)(=O)[CH2:37][C:38]([OH:40])=[O:39].N1CCCCC1.[OH-].[K+].Cl. Product: [OH:4][CH2:5][CH2:6][CH2:7][CH2:8][O:9][C:10]1[C:17]([O:18][CH2:19][CH2:20][CH2:21][CH2:22][OH:23])=[C:16]([O:27][CH2:28][CH2:29][CH2:30][CH2:31][OH:32])[CH:15]=[CH:14][C:11]=1[CH:12]=[CH:37][C:38]([OH:40])=[O:39]. The catalyst class is: 803. (3) Product: [C:1]([CH:5]1[CH2:6][CH2:7][C:8]([O:11][S:29]([C:32]([F:35])([F:34])[F:33])(=[O:31])=[O:30])=[CH:9][CH2:10]1)([CH3:4])([CH3:2])[CH3:3]. Reactant: [C:1]([CH:5]1[CH2:10][CH2:9][C:8](=[O:11])[CH2:7][CH2:6]1)([CH3:4])([CH3:3])[CH3:2].C[Si]([N-][Si](C)(C)C)(C)C.[Li+].C1C=CC(N([S:29]([C:32]([F:35])([F:34])[F:33])(=[O:31])=[O:30])[S:29]([C:32]([F:35])([F:34])[F:33])(=[O:31])=[O:30])=CC=1. The catalyst class is: 1. (4) Reactant: [CH3:1][S:2][C:3]1[N:8]=[C:7]([NH:9][C:10]2[CH:15]=[CH:14][CH:13]=[CH:12][CH:11]=2)[C:6]([C:16]([O:18]CC)=[O:17])=[CH:5][N:4]=1.[OH-].[Na+]. Product: [CH3:1][S:2][C:3]1[N:8]=[C:7]([NH:9][C:10]2[CH:15]=[CH:14][CH:13]=[CH:12][CH:11]=2)[C:6]([C:16]([OH:18])=[O:17])=[CH:5][N:4]=1. The catalyst class is: 8. (5) Reactant: FC(F)(F)S(O[C:7]1[CH:16]=[CH:15][C:10]([C:11]([O:13][CH3:14])=[O:12])=[CH:9][C:8]=1[C:17]([O:19][CH2:20][C:21]1[CH:26]=[CH:25][CH:24]=[CH:23][CH:22]=1)=[O:18])(=O)=O.[B:29]1([B:29]2[O:34][CH2:33][C:32]([CH3:36])([CH3:35])[CH2:31][O:30]2)[O:34][CH2:33][C:32]([CH3:36])([CH3:35])[CH2:31][O:30]1.CC([O-])=O.[K+]. Product: [CH3:35][C:32]1([CH3:36])[CH2:33][O:34][B:29]([C:7]2[CH:16]=[CH:15][C:10]([C:11]([O:13][CH3:14])=[O:12])=[CH:9][C:8]=2[C:17]([O:19][CH2:20][C:21]2[CH:26]=[CH:25][CH:24]=[CH:23][CH:22]=2)=[O:18])[O:30][CH2:31]1. The catalyst class is: 11. (6) Reactant: [CH2:1]([N:8]1[C:16]2[C:11](=[CH:12][CH:13]=[C:14]([C:17]([O:19][CH3:20])=[O:18])[CH:15]=2)[C:10]([CH3:21])=[N:9]1)[C:2]1[CH:7]=[CH:6][CH:5]=[CH:4][CH:3]=1.CC1C2C(=CC(C(OC)=O)=CC=2)NN=1.C(Br)C1C=CC=CC=1.C(=O)([O-])[O-].[K+].[K+].C1OCCOCCOCCOCCOCCOC1. Product: [CH2:1]([N:8]1[C:16]([CH3:15])=[C:11]2[C:10]([CH:21]=[C:14]([C:17]([O:19][CH3:20])=[O:18])[CH:13]=[CH:12]2)=[N:9]1)[C:2]1[CH:3]=[CH:4][CH:5]=[CH:6][CH:7]=1. The catalyst class is: 95. (7) Reactant: [CH:1]1([C:4](Cl)=[O:5])[CH2:3][CH2:2]1.CCN(C(C)C)C(C)C.FC(F)(F)C(O)=O.[OH:23][C:24]1([CH2:30][N:31]2[C:36](=[O:37])[C:35]3=[CH:38][C:39]([NH:41][C:42]([C:44]4[N:45]=[C:46]([C:49]5[CH:54]=[CH:53][CH:52]=[CH:51][CH:50]=5)[S:47][CH:48]=4)=[O:43])=[CH:40][N:34]3[N:33]=[CH:32]2)[CH2:29][CH2:28][NH:27][CH2:26][CH2:25]1. Product: [CH:1]1([C:4]([N:27]2[CH2:28][CH2:29][C:24]([CH2:30][N:31]3[C:36](=[O:37])[C:35]4=[CH:38][C:39]([NH:41][C:42]([C:44]5[N:45]=[C:46]([C:49]6[CH:54]=[CH:53][CH:52]=[CH:51][CH:50]=6)[S:47][CH:48]=5)=[O:43])=[CH:40][N:34]4[N:33]=[CH:32]3)([OH:23])[CH2:25][CH2:26]2)=[O:5])[CH2:3][CH2:2]1. The catalyst class is: 26.